From a dataset of Reaction yield outcomes from USPTO patents with 853,638 reactions. Predict the reaction yield, written as a fraction of the theoretical maximum amount of product (1.0 means a 100% yield; for example, 0.34 means a 34% yield). (1) The reactants are [Br:1]P(Br)Br.O[CH:6]([C:8]1[CH:9]=[C:10]([C:26]([N:28]([CH3:30])[CH3:29])=[O:27])[CH:11]=[C:12]2[C:17]=1[O:16][C:15]([N:18]1[CH2:23][CH2:22][O:21][C@H:20]([CH3:24])[CH2:19]1)=[CH:14][C:13]2=[O:25])[CH3:7]. The catalyst is ClCCCl.C(OCC)C. The product is [BrH:1].[Br:1][CH:6]([C:8]1[CH:9]=[C:10]([C:26]([N:28]([CH3:30])[CH3:29])=[O:27])[CH:11]=[C:12]2[C:17]=1[O:16][C:15]([N:18]1[CH2:23][CH2:22][O:21][C@H:20]([CH3:24])[CH2:19]1)=[CH:14][C:13]2=[O:25])[CH3:7]. The yield is 1.24. (2) The reactants are [NH2:1][C@@H:2]1[CH2:7][CH2:6][N:5]([C:8]2[CH:13]=[CH:12][C:11]([NH:14][C:15]3[N:20]=[C:19]([C:21]4[C:29]5[C:24](=[CH:25][CH:26]=[CH:27][CH:28]=5)[NH:23][CH:22]=4)[C:18]([Cl:30])=[CH:17][N:16]=3)=[C:10]([O:31][CH3:32])[CH:9]=2)[CH2:4][C@H:3]1F.COC1C=[C:41]([N:43]2[CH2:48]CC(N3CCN(C)CC3)[CH2:45][CH2:44]2)[CH:40]=CC=1N.CCN(C(C)C)C(C)C. The catalyst is C(O)CCCC.C(Cl)Cl.CO. The product is [Cl:30][C:18]1[C:19]([C:21]2[C:29]3[C:24](=[CH:25][CH:26]=[CH:27][CH:28]=3)[NH:23][CH:22]=2)=[N:20][C:15]([NH:14][C:11]2[CH:12]=[CH:13][C:8]([N:5]3[CH2:6][CH2:7][CH:2]([N:1]4[CH2:45][CH2:44][N:43]([CH3:48])[CH2:41][CH2:40]4)[CH2:3][CH2:4]3)=[CH:9][C:10]=2[O:31][CH3:32])=[N:16][CH:17]=1. The yield is 0.530. (3) The reactants are [Br:1][C:2]1[C:11]2[C:6](=[CH:7][CH:8]=[C:9]([O:12][CH3:13])[N:10]=2)[N:5]=[CH:4][C:3]=1[NH2:14].[F:15][B-:16]([F:19])([F:18])[F:17].[N:20]#[O+]. The catalyst is C1COCC1. The product is [F:15][B-:16]([F:19])([F:18])[F:17].[Br:1][C:2]1[C:11]2[C:6](=[CH:7][CH:8]=[C:9]([O:12][CH3:13])[N:10]=2)[N:5]=[CH:4][C:3]=1[N+:14]#[N:20]. The yield is 0.900. (4) The product is [NH2:23][C:24]1[CH:25]=[C:26]([CH:27]=[CH:28][CH:29]=1)[O:30][C:2]1[CH:3]=[CH:4][C:5]2[N:6]([CH:8]=[C:9]([NH:11][C:12](=[O:16])[CH2:13][O:14][CH3:15])[N:10]=2)[N:7]=1. The catalyst is CN(C)C=O. The yield is 0.510. The reactants are I[C:2]1[CH:3]=[CH:4][C:5]2[N:6]([CH:8]=[C:9]([NH:11][C:12](=[O:16])[CH2:13][O:14][CH3:15])[N:10]=2)[N:7]=1.C(=O)([O-])[O-].[K+].[K+].[NH2:23][C:24]1[CH:25]=[C:26]([OH:30])[CH:27]=[CH:28][CH:29]=1. (5) The reactants are [C:1]1([SH:7])[CH:6]=[CH:5][CH:4]=[CH:3][CH:2]=1.C(=O)([O-])[O-].[K+].[K+].F[C:15]1[CH:20]=[CH:19][C:18]([F:21])=[CH:17][C:16]=1[N+:22]([O-:24])=[O:23].O. The catalyst is C(#N)C.C(Cl)Cl. The product is [F:21][C:18]1[CH:19]=[CH:20][C:15]([S:7][C:1]2[CH:6]=[CH:5][CH:4]=[CH:3][CH:2]=2)=[C:16]([N+:22]([O-:24])=[O:23])[CH:17]=1. The yield is 0.990. (6) The reactants are [CH3:1][C:2]1[O:6][N:5]=[C:4]([C:7]2[CH:12]=[CH:11][CH:10]=[CH:9][CH:8]=2)[C:3]=1[CH2:13][OH:14].[Br:15][C:16]1[C:17](Cl)=[N:18][CH:19]=[C:20]([CH:25]=1)[C:21]([O:23][CH3:24])=[O:22]. No catalyst specified. The product is [CH3:24][O:23][C:21](=[O:22])[C:20]1[CH:25]=[C:16]([Br:15])[C:17]([O:14][CH2:13][C:3]2[C:4]([C:7]3[CH:12]=[CH:11][CH:10]=[CH:9][CH:8]=3)=[N:5][O:6][C:2]=2[CH3:1])=[N:18][CH:19]=1. The yield is 0.370. (7) The reactants are [CH2:1]([N:4]([CH2:42][CH2:43][CH3:44])[C:5]([C:7]1[CH:8]=[C:9]([CH:39]=[CH:40][CH:41]=1)[C:10]([NH:12][C@@H:13]([CH2:32][C:33]1[CH:38]=CC=C[CH:34]=1)[CH2:14][NH:15][C@H:16]([C:18]([NH:20][C@H:21]([C:25]([NH:27][CH2:28][CH:29]([CH3:31])[CH3:30])=[O:26])[CH:22]([CH3:24])[CH3:23])=[O:19])[CH3:17])=[O:11])=[O:6])[CH2:2][CH3:3].C(O)(=O)C.C(O[BH-](OC(=O)C)OC(=O)C)(=O)C.[Na+]. The catalyst is C1COCC1.C(OCC)(=O)C.CO. The product is [CH2:42]([N:4]([CH2:1][CH2:2][CH3:3])[C:5]([C:7]1[CH:8]=[C:9]([CH:39]=[CH:40][CH:41]=1)[C:10]([NH:12][C@@H:13]([CH2:32][CH:33]([CH3:38])[CH3:34])[CH2:14][NH:15][C@H:16]([C:18]([NH:20][C@H:21]([C:25]([NH:27][CH2:28][CH:29]([CH3:30])[CH3:31])=[O:26])[CH:22]([CH3:24])[CH3:23])=[O:19])[CH3:17])=[O:11])=[O:6])[CH2:43][CH3:44]. The yield is 0.320. (8) The reactants are Cl[C:2]1[N:7]=[C:6]([S:8]([CH3:11])(=[O:10])=[O:9])[N:5]=[C:4]([N:12]2[CH2:17][C@@H:16]3[CH2:18][C@H:13]2[CH2:14][O:15]3)[CH:3]=1.CC1(C)C(C)(C)OB([C:27]2[CH:28]=[N:29][C:30]([NH2:33])=[N:31][CH:32]=2)O1.C([O-])(=O)C.[K+].C(=O)([O-])[O-].[Na+].[Na+]. The catalyst is C(#N)C.O. The product is [C@H:16]12[CH2:18][C@H:13]([N:12]([C:4]3[N:5]=[C:6]([S:8]([CH3:11])(=[O:10])=[O:9])[N:7]=[C:2]([C:27]4[CH:28]=[N:29][C:30]([NH2:33])=[N:31][CH:32]=4)[CH:3]=3)[CH2:17]1)[CH2:14][O:15]2. The yield is 0.527. (9) The reactants are Br[C:2]1[S:3][C:4](Br)=[CH:5][N:6]=1.[CH3:8][O:9][C:10]1[CH:15]=[CH:14][C:13](B(O)O)=[CH:12][CH:11]=1. The catalyst is CCCCCC.C(OCC)(=O)C. The product is [CH3:8][O:9][C:10]1[CH:15]=[C:14]([C:2]2[S:3][C:4]([C:12]3[CH:13]=[CH:14][CH:15]=[C:10]([O:9][CH3:8])[CH:11]=3)=[CH:5][N:6]=2)[CH:13]=[CH:12][CH:11]=1. The yield is 0.400. (10) The reactants are [C:1]([Si:5]([CH3:18])([CH3:17])[O:6][CH2:7][C:8]([CH3:16])([CH3:15])[CH2:9]OS(C)(=O)=O)([CH3:4])([CH3:3])[CH3:2].[C-:19]#[N:20].[K+].O. The catalyst is CS(C)=O. The product is [C:1]([Si:5]([CH3:18])([CH3:17])[O:6][CH2:7][C:8]([CH3:16])([CH3:15])[CH2:9][C:19]#[N:20])([CH3:4])([CH3:3])[CH3:2]. The yield is 0.570.